This data is from Peptide-MHC class I binding affinity with 185,985 pairs from IEDB/IMGT. The task is: Regression. Given a peptide amino acid sequence and an MHC pseudo amino acid sequence, predict their binding affinity value. This is MHC class I binding data. The MHC is HLA-A33:01 with pseudo-sequence HLA-A33:01. The binding affinity (normalized) is 0. The peptide sequence is WTLVVLLI.